Task: Predict the reactants needed to synthesize the given product.. Dataset: Full USPTO retrosynthesis dataset with 1.9M reactions from patents (1976-2016) (1) Given the product [F:1][C:2]([F:14])([F:13])[C:3]1[N:8]=[C:7]([C:9]([NH2:15])=[O:10])[CH:6]=[N:5][CH:4]=1, predict the reactants needed to synthesize it. The reactants are: [F:1][C:2]([F:14])([F:13])[C:3]1[N:8]=[C:7]([C:9](OC)=[O:10])[CH:6]=[N:5][CH:4]=1.[NH4+:15].[OH-]. (2) Given the product [Br:1][C:2]1[CH:14]=[CH:13][C:12]2[C:11]3[C:6](=[CH:7][CH:8]=[CH:9][CH:10]=3)[C:5]3([C:23]4[CH:24]=[CH:25][CH:26]=[CH:27][C:22]=4[C:17]4[C:16]3=[CH:21][CH:20]=[CH:19][CH:18]=4)[C:4]=2[CH:3]=1, predict the reactants needed to synthesize it. The reactants are: [Br:1][C:2]1[CH:14]=[CH:13][C:12]2[C:11]3[C:6](=[CH:7][CH:8]=[CH:9][CH:10]=3)[C:5]([C:16]3[CH:21]=[CH:20][CH:19]=[CH:18][C:17]=3[C:22]3[CH:27]=[CH:26][CH:25]=[CH:24][CH:23]=3)(O)[C:4]=2[CH:3]=1.Cl.